This data is from Forward reaction prediction with 1.9M reactions from USPTO patents (1976-2016). The task is: Predict the product of the given reaction. (1) The product is: [F:13][C@H:11]1[CH2:12][N:8]([C:6]([O:5][C:1]([CH3:2])([CH3:3])[CH3:4])=[O:7])[C@H:9]([C:14](=[O:16])[NH:32][CH2:31][C:27]2[N:28]=[CH:29][N:30]=[C:25]([C:22]3[CH:21]=[N:20][C:19]([C:18]([F:34])([F:33])[F:17])=[N:24][CH:23]=3)[CH:26]=2)[CH2:10]1. Given the reactants [C:1]([O:5][C:6]([N:8]1[CH2:12][C@H:11]([F:13])[CH2:10][C@H:9]1[C:14]([OH:16])=O)=[O:7])([CH3:4])([CH3:3])[CH3:2].[F:17][C:18]([F:34])([F:33])[C:19]1[N:24]=[CH:23][C:22]([C:25]2[N:30]=[CH:29][N:28]=[C:27]([CH2:31][NH2:32])[CH:26]=2)=[CH:21][N:20]=1.C(N(CC)C(C)C)(C)C.CN(C(ON1N=NC2C=CC=NC1=2)=[N+](C)C)C.F[P-](F)(F)(F)(F)F, predict the reaction product. (2) Given the reactants [CH3:1][C@@H:2]1[O:7][C@H:6]([CH3:8])[CH2:5][N:4]([C:9]2[C:14]([CH:15]=[O:16])=[CH:13][C:12](B3OC(C)(C)C(C)(C)O3)=[CH:11][N:10]=2)[CH2:3]1.Br[C:27]1[S:31][C:30]([CH3:32])=[N:29][C:28]=1[CH3:33], predict the reaction product. The product is: [CH3:8][C@H:6]1[O:7][C@@H:2]([CH3:1])[CH2:3][N:4]([C:9]2[C:14]([CH:15]=[O:16])=[CH:13][C:12]([C:27]3[S:31][C:30]([CH3:32])=[N:29][C:28]=3[CH3:33])=[CH:11][N:10]=2)[CH2:5]1. (3) Given the reactants O[CH2:2][C@@H:3]1[C@@H:7]([CH2:8][O:9][CH2:10][C:11]2[CH:16]=[CH:15][CH:14]=[CH:13][CH:12]=2)[O:6][CH2:5][CH2:4]1.CCN(CC)CC.CS(Cl)(=O)=O.[N-:29]=[N+:30]=[N-:31].[Na+], predict the reaction product. The product is: [N:29]([CH2:2][C@@H:3]1[C@@H:7]([CH2:8][O:9][CH2:10][C:11]2[CH:16]=[CH:15][CH:14]=[CH:13][CH:12]=2)[O:6][CH2:5][CH2:4]1)=[N+:30]=[N-:31]. (4) Given the reactants [F:1][C:2]1[CH:3]=[CH:4][C:5]([O:12]C)=[C:6]([NH:8][C:9]([NH2:11])=[O:10])[CH:7]=1.B(Br)(Br)Br.C(OCC)C, predict the reaction product. The product is: [F:1][C:2]1[CH:3]=[CH:4][C:5]([OH:12])=[C:6]([NH:8][C:9]([NH2:11])=[O:10])[CH:7]=1. (5) Given the reactants [NH2:1][CH:2]([CH2:24][C:25]1[CH:26]=[N:27][CH:28]=[CH:29][CH:30]=1)[C:3]([N:5]1[CH2:10][CH2:9][N:8]([CH:11]([C:18]2[CH:23]=[CH:22][CH:21]=[CH:20][CH:19]=2)[C:12]2[CH:17]=[CH:16][CH:15]=[CH:14][CH:13]=2)[CH2:7][CH2:6]1)=[O:4].C(N(CC)CC)C.[CH3:38][O:39][C:40]1[CH:41]=[C:42]([S:48](Cl)(=[O:50])=[O:49])[CH:43]=[CH:44][C:45]=1[O:46][CH3:47], predict the reaction product. The product is: [CH:11]([N:8]1[CH2:9][CH2:10][N:5]([C:3](=[O:4])[CH:2]([NH:1][S:48]([C:42]2[CH:43]=[CH:44][C:45]([O:46][CH3:47])=[C:40]([O:39][CH3:38])[CH:41]=2)(=[O:50])=[O:49])[CH2:24][C:25]2[CH:26]=[N:27][CH:28]=[CH:29][CH:30]=2)[CH2:6][CH2:7]1)([C:18]1[CH:19]=[CH:20][CH:21]=[CH:22][CH:23]=1)[C:12]1[CH:17]=[CH:16][CH:15]=[CH:14][CH:13]=1.